Dataset: Forward reaction prediction with 1.9M reactions from USPTO patents (1976-2016). Task: Predict the product of the given reaction. (1) The product is: [Cl:1][C:2]1[CH:3]=[CH:4][CH:5]=[C:6]2[C:10]=1[NH:9][C:8](=[O:24])[C:7]12[CH2:35][O:34][C:26]2[CH:27]=[C:28]3[C:29](=[CH:33][C:25]1=2)[CH2:30][CH2:31][O:32]3. Given the reactants [Cl:1][C:2]1[CH:3]=[CH:4][CH:5]=[C:6]2[C:10]=1[N:9](C(C1C=CC=CC=1)C1C=CC=CC=1)[C:8](=[O:24])[CH:7]2[C:25]1[C:26]([OH:34])=[CH:27][C:28]2[O:32][CH2:31][CH2:30][C:29]=2[CH:33]=1.[C:35]1(C(C2C=CC=CC=2)N2C3C(=CC=CC=3)C3(C4C=C(C)C(OC)=CC=4OC3)C2=O)C=CC=CC=1, predict the reaction product. (2) Given the reactants [C:1](Cl)(=[O:4])[CH:2]=[CH2:3].[F:6][C:7]1[CH:12]=[CH:11][C:10]([OH:13])=[CH:9][CH:8]=1.C(N(CC)CC)C, predict the reaction product. The product is: [C:1]([O:13][C:10]1[CH:11]=[CH:12][C:7]([F:6])=[CH:8][CH:9]=1)(=[O:4])[CH:2]=[CH2:3].